Dataset: Reaction yield outcomes from USPTO patents with 853,638 reactions. Task: Predict the reaction yield, written as a fraction of the theoretical maximum amount of product (1.0 means a 100% yield; for example, 0.34 means a 34% yield). (1) The reactants are [C:1]([O:5][C:6]([NH:8][C@@H:9]([CH3:16])/[CH:10]=[CH:11]/[C:12]([O:14][CH3:15])=[O:13])=[O:7])([CH3:4])([CH3:3])[CH3:2].C(OC(N[C@H](C)C(N(OC)C)=O)=O)(C)(C)C. No catalyst specified. The product is [C:1]([O:5][C:6]([NH:8][C@H:9]([CH3:16])/[CH:10]=[CH:11]/[C:12]([O:14][CH3:15])=[O:13])=[O:7])([CH3:4])([CH3:3])[CH3:2]. The yield is 0.790. (2) The catalyst is O1CCOCC1.O.C1C=CC(P(C2C=CC=CC=2)[C-]2C=CC=C2)=CC=1.C1C=CC(P(C2C=CC=CC=2)[C-]2C=CC=C2)=CC=1.Cl[Pd]Cl.[Fe+2]. The reactants are Br[C:2]1[CH:3]=[C:4]2[C:8](=[C:9]([C:11]([NH2:13])=[O:12])[CH:10]=1)[NH:7][CH:6]=[C:5]2[CH:14]1[CH2:18][CH2:17][S:16](=[O:20])(=[O:19])[CH2:15]1.[S:21]1[CH:25]=[CH:24][CH:23]=[C:22]1B(O)O.C(=O)([O-])[O-].[K+].[K+]. The yield is 0.360. The product is [O:19]=[S:16]1(=[O:20])[CH2:17][CH2:18][CH:14]([C:5]2[C:4]3[C:8](=[C:9]([C:11]([NH2:13])=[O:12])[CH:10]=[C:2]([C:22]4[S:21][CH:25]=[CH:24][CH:23]=4)[CH:3]=3)[NH:7][CH:6]=2)[CH2:15]1. (3) The reactants are [CH:1]1([NH:7][C:8]2[C:9]3[CH:20]=[CH:19][NH:18][C:10]=3[N:11]=[CH:12][C:13]=2[S:14]([CH3:17])(=[O:16])=[O:15])[CH2:6][CH2:5][CH2:4][CH2:3][CH2:2]1.[H-].[Na+].Cl[CH2:24][O:25][CH2:26][CH2:27][Si:28]([CH3:31])([CH3:30])[CH3:29].[Cl-].[Na+]. The product is [CH:1]1([NH:7][C:8]2[C:9]3[CH:20]=[CH:19][N:18]([CH2:24][O:25][CH2:26][CH2:27][Si:28]([CH3:31])([CH3:30])[CH3:29])[C:10]=3[N:11]=[CH:12][C:13]=2[S:14]([CH3:17])(=[O:16])=[O:15])[CH2:2][CH2:3][CH2:4][CH2:5][CH2:6]1. The catalyst is CN(C)C=O. The yield is 0.600. (4) The reactants are [C:1](Cl)(=[O:4])[CH2:2][CH3:3].[Br:6][C:7]1[CH:8]=[C:9]([CH:13]([NH2:15])[CH3:14])[CH:10]=[N:11][CH:12]=1.CCN(CC)CC. The catalyst is C(Cl)Cl. The product is [Br:6][C:7]1[CH:8]=[C:9]([CH:13]([NH:15][C:1](=[O:4])[CH2:2][CH3:3])[CH3:14])[CH:10]=[N:11][CH:12]=1. The yield is 0.780. (5) The reactants are [NH2:1][C:2]1[N:7]=[CH:6][N:5]=[C:4]2[N:8]([CH:12]([C:14]3[CH:21]=[C:20]([Cl:22])[C:17]([C:18]#[N:19])=[C:16]([CH:23]4[CH2:26][NH:25][CH2:24]4)[C:15]=3[O:27][CH3:28])[CH3:13])[N:9]=[C:10]([CH3:11])[C:3]=12.[CH3:29][C@H:30]1[CH2:32][O:31]1. The catalyst is C(O)C. The product is [NH2:1][C:2]1[N:7]=[CH:6][N:5]=[C:4]2[N:8]([CH:12]([C:14]3[CH:21]=[C:20]([Cl:22])[C:17]([C:18]#[N:19])=[C:16]([CH:23]4[CH2:24][N:25]([CH2:29][C@@H:30]([OH:31])[CH3:32])[CH2:26]4)[C:15]=3[O:27][CH3:28])[CH3:13])[N:9]=[C:10]([CH3:11])[C:3]=12. The yield is 0.260. (6) The reactants are [F:1][C:2]([F:32])([F:31])[C:3]([CH:18]=[N:19][C:20]1[CH:29]=[CH:28][CH:27]=[C:26]2[C:21]=1[CH:22]=[N:23][C:24]([CH3:30])=[N:25]2)([OH:17])[CH2:4][C:5](C1C=CC(Cl)=CC=1OC)([CH3:7])[CH3:6].B(Br)(Br)Br.[C:37]([O-:40])(O)=O.[Na+].Cl[CH2:43][Cl:44]. No catalyst specified. The product is [Cl:44][C:43]1[CH:6]=[CH:5][C:4]([CH:18]([C:3]([OH:17])([CH2:4][C:5]([CH3:6])=[CH2:7])[C:2]([F:32])([F:31])[F:1])[NH:19][C:20]2[CH:29]=[CH:28][CH:27]=[C:26]3[C:21]=2[CH:22]=[N:23][C:24]([CH3:30])=[N:25]3)=[C:3]([O:40][CH3:37])[CH:2]=1. The yield is 0.620.